Dataset: M1 muscarinic receptor antagonist screen with 61,756 compounds. Task: Binary Classification. Given a drug SMILES string, predict its activity (active/inactive) in a high-throughput screening assay against a specified biological target. (1) The result is 0 (inactive). The molecule is S(=O)(=O)(NCc1n(c(cc1)C)C)c1ccc(C(C)(C)C)cc1. (2) The drug is Fc1cc(NC(=O)CN2CCN(CC2)c2c(OC)cccc2)c(cc1)C. The result is 0 (inactive). (3) The compound is O1C(CN2C(\C(C(=O)C2=O)=C(\O)c2ccc(OC)cc2)c2cc(OC)ccc2)CCC1. The result is 0 (inactive). (4) The compound is Clc1cc2c(n(c3nc4c(nc23)cccc4)C)cc1. The result is 0 (inactive). (5) The compound is o1nc(nc1CN1CCN(CC1)c1ccccc1)c1ccc(OC)cc1. The result is 0 (inactive). (6) The drug is S(CC(=O)c1c(n(c(c1)C)c1noc(c1)C)C)c1n(Cc2occc2)c(=O)c2c(n1)cccc2. The result is 0 (inactive). (7) The molecule is O(CCC(=O)Nc1c(OC)cc(OC)cc1)c1ccccc1. The result is 0 (inactive).